Dataset: Full USPTO retrosynthesis dataset with 1.9M reactions from patents (1976-2016). Task: Predict the reactants needed to synthesize the given product. (1) Given the product [NH2:1][C:2]1[N:7]=[CH:6][C:5]([C:8]2[CH:16]=[CH:15][CH:14]=[C:10]([C:11](=[O:12])[N:28]([CH2:29][CH3:30])[CH2:26][CH3:27])[CH:9]=2)=[CH:4][C:3]=1[C:17]([NH:18][C:19]1[CH:20]=[CH:21][N:22]=[CH:23][CH:24]=1)=[O:25], predict the reactants needed to synthesize it. The reactants are: [NH2:1][C:2]1[N:7]=[CH:6][C:5]([C:8]2[CH:9]=[C:10]([CH:14]=[CH:15][CH:16]=2)[C:11](O)=[O:12])=[CH:4][C:3]=1[C:17](=[O:25])[NH:18][C:19]1[CH:24]=[CH:23][N:22]=[CH:21][CH:20]=1.[CH2:26]([NH:28][CH2:29][CH3:30])[CH3:27]. (2) Given the product [CH3:1][O:2][C:3]1[C:11]([C:12]([N:23]2[CH2:22][CH2:15][CH2:25][CH2:24]2)=[O:14])=[CH:10][CH:9]=[C:8]2[C:4]=1[CH2:5][CH2:6][CH2:7]2, predict the reactants needed to synthesize it. The reactants are: [CH3:1][O:2][C:3]1[C:11]([C:12]([OH:14])=O)=[CH:10][CH:9]=[C:8]2[C:4]=1[CH2:5][CH2:6][CH2:7]2.[C:15]([C:22]1[NH:23][CH:24]=[CH:25]N=1)(C1NC=CN=1)=O.N1CCCC1.O. (3) Given the product [OH:6][CH:5]([C:4]1[CH:3]=[C:2]([OH:1])[CH:9]=[CH:8][CH:7]=1)[CH2:13][N+:10]([O-:12])=[O:11], predict the reactants needed to synthesize it. The reactants are: [OH:1][C:2]1[CH:3]=[C:4]([CH:7]=[CH:8][CH:9]=1)[CH:5]=[O:6].[N+:10]([CH3:13])([O-:12])=[O:11].[F-].C([N+](CCCC)(CCCC)CCCC)CCC. (4) Given the product [CH:53]1([CH2:52][O:51][C:50]([NH:19][CH2:18][CH2:17][CH2:16][C@@H:15]([C:20]([NH:22][C@H:23]2[CH2:27][CH2:26][CH2:25][C@H:24]2[C:28]([O:30][C:31]([CH3:34])([CH3:33])[CH3:32])=[O:29])=[O:21])[NH:14][C:12]([C:4]2[N:3]([CH3:2])[C:11]3[C:6]([CH:5]=2)=[CH:7][CH:8]=[CH:9][CH:10]=3)=[O:13])=[O:59])[CH2:58][CH2:57][CH2:56][CH2:55][CH2:54]1, predict the reactants needed to synthesize it. The reactants are: Cl.[CH3:2][N:3]1[C:11]2[C:6](=[CH:7][CH:8]=[CH:9][CH:10]=2)[CH:5]=[C:4]1[C:12]([NH:14][C@H:15]([C:20]([NH:22][C@H:23]1[CH2:27][CH2:26][CH2:25][C@H:24]1[C:28]([O:30][C:31]([CH3:34])([CH3:33])[CH3:32])=[O:29])=[O:21])[CH2:16][CH2:17][CH2:18][NH2:19])=[O:13].CN(C=O)C.[N+](C1C=CC(N[C:50](=[O:59])[O:51][CH2:52][CH:53]2[CH2:58][CH2:57][CH2:56][CH2:55][CH2:54]2)=CC=1)([O-])=O.C(N(CC)CC)C. (5) Given the product [Cl:13][C:14]1[CH:19]=[CH:18][C:17]([C:20]([C:9]2[C:8]3[C:12](=[C:4]([CH2:3][S:2][CH3:1])[CH:5]=[CH:6][CH:7]=3)[NH:11][CH:10]=2)([C:23]2[CH:28]=[CH:27][C:26]([F:29])=[CH:25][CH:24]=2)[CH3:21])=[C:16]([F:30])[CH:15]=1, predict the reactants needed to synthesize it. The reactants are: [CH3:1][S:2][CH2:3][C:4]1[CH:5]=[CH:6][CH:7]=[C:8]2[C:12]=1[NH:11][CH:10]=[CH:9]2.[Cl:13][C:14]1[CH:19]=[CH:18][C:17]([C:20]([C:23]2[CH:28]=[CH:27][C:26]([F:29])=[CH:25][CH:24]=2)(O)[CH3:21])=[C:16]([F:30])[CH:15]=1.FC1C=CC(C(C2C=CC(F)=CC=2)C2C3C(=C(CSC)C=CC=3)NC=2)=CC=1. (6) Given the product [C:1]([C:4]1[C:12]2[C:7](=[CH:8][CH:9]=[C:10]([C:13]([OH:15])=[O:14])[CH:11]=2)[N:6]([CH2:17][C:18]([N:20]2[CH2:24][C@H:23]([F:25])[CH2:22][C@H:21]2[C:26](=[O:37])[NH:27][CH2:28][C:29]2[CH:34]=[CH:33][CH:32]=[C:31]([Cl:35])[C:30]=2[F:36])=[O:19])[CH:5]=1)(=[O:3])[CH3:2], predict the reactants needed to synthesize it. The reactants are: [C:1]([C:4]1[C:12]2[C:7](=[CH:8][CH:9]=[C:10]([C:13]([O:15]C)=[O:14])[CH:11]=2)[N:6]([CH2:17][C:18]([N:20]2[CH2:24][C@H:23]([F:25])[CH2:22][C@H:21]2[C:26](=[O:37])[NH:27][CH2:28][C:29]2[CH:34]=[CH:33][CH:32]=[C:31]([Cl:35])[C:30]=2[F:36])=[O:19])[CH:5]=1)(=[O:3])[CH3:2].CO.[Li+].[OH-]. (7) Given the product [C:1]1([CH2:7][CH2:8][CH:9]([NH:20][C:25](=[O:32])[C:26]2[CH:31]=[CH:30][CH:29]=[CH:28][CH:27]=2)[CH:10]=[CH2:11])[CH:6]=[CH:5][CH:4]=[CH:3][CH:2]=1, predict the reactants needed to synthesize it. The reactants are: [C:1]1([CH2:7][CH2:8][CH:9](O)[CH:10]=[CH2:11])[CH:6]=[CH:5][CH:4]=[CH:3][CH:2]=1.S(=O)(=O)(O)N.C([N:20](CC)CC)C.[C:25](Cl)(=[O:32])[C:26]1[CH:31]=[CH:30][CH:29]=[CH:28][CH:27]=1. (8) Given the product [Br:24][C:20]1[N:19]=[C:18]([CH2:17][N:8]2[C:9]3[C:14](=[CH:13][CH:12]=[CH:11][CH:10]=3)[C:15](=[O:16])[C:6]([C:4](=[O:5])[C:30]3[CH:31]=[CH:32][C:27]([F:26])=[C:28]([CH3:35])[CH:29]=3)=[CH:7]2)[CH:23]=[CH:22][CH:21]=1, predict the reactants needed to synthesize it. The reactants are: CON(C)[C:4]([C:6]1[C:15](=[O:16])[C:14]2[C:9](=[CH:10][CH:11]=[CH:12][CH:13]=2)[N:8]([CH2:17][C:18]2[CH:23]=[CH:22][CH:21]=[C:20]([Br:24])[N:19]=2)[CH:7]=1)=[O:5].[F:26][C:27]1[CH:32]=[CH:31][C:30]([Mg]Br)=[CH:29][C:28]=1[CH3:35]. (9) Given the product [Cl:34][C:35]1[CH:36]=[CH:37][CH:38]=[C:39]2[C:43]=1[C:42](=[O:44])[N:41]([C:45]1[CH:53]=[CH:52][CH:51]=[C:47]([C:48]([N:64]3[CH2:63][CH2:62][C:61]4[C:66](=[CH:67][CH:68]=[CH:69][C:60]=4[C:57]4[CH:58]=[CH:59][N:54]=[CH:55][CH:56]=4)[CH2:65]3)=[O:49])[CH:46]=1)[CH2:40]2, predict the reactants needed to synthesize it. The reactants are: ClC1C2N=C(C3C=C(C=CC=3)C(NCCC3CCN(C4C=CN=CC=4)CC3)=O)SC=2C=CC=1.[Cl:34][C:35]1[CH:36]=[CH:37][CH:38]=[C:39]2[C:43]=1[C:42](=[O:44])[N:41]([C:45]1[CH:46]=[C:47]([CH:51]=[CH:52][CH:53]=1)[C:48](O)=[O:49])[CH2:40]2.[N:54]1[CH:59]=[CH:58][C:57]([C:60]2[CH:69]=[CH:68][CH:67]=[C:66]3[C:61]=2[CH2:62][CH2:63][NH:64][CH2:65]3)=[CH:56][CH:55]=1.C(OC(N1CCC2C(=CC=CC=2Br)C1)=O)(C)(C)C.N1C=CC(B(O)O)=CC=1.C(O)(C(F)(F)F)=O.